The task is: Predict which catalyst facilitates the given reaction.. This data is from Catalyst prediction with 721,799 reactions and 888 catalyst types from USPTO. Reactant: [OH:1][C:2]([C:5]1[CH:31]=[CH:30][C:8]([C:9]([NH:11][C:12]2[CH:17]=[C:16]([N:18]3[CH2:23][CH2:22][CH2:21][C@@H:20]([C:24]([OH:26])=O)[CH2:19]3)[N:15]3[N:27]=[CH:28][CH:29]=[C:14]3[N:13]=2)=[O:10])=[CH:7][CH:6]=1)([CH3:4])[CH3:3].[CH:32]([NH2:35])([CH3:34])[CH3:33].CCN=C=NCCCN(C)C.C1C=CC2N(O)N=NC=2C=1. Product: [OH:1][C:2]([C:5]1[CH:6]=[CH:7][C:8]([C:9]([NH:11][C:12]2[CH:17]=[C:16]([N:18]3[CH2:23][CH2:22][CH2:21][C@@H:20]([C:24]([NH:35][CH:32]([CH3:34])[CH3:33])=[O:26])[CH2:19]3)[N:15]3[N:27]=[CH:28][CH:29]=[C:14]3[N:13]=2)=[O:10])=[CH:30][CH:31]=1)([CH3:4])[CH3:3]. The catalyst class is: 3.